Dataset: NCI-60 drug combinations with 297,098 pairs across 59 cell lines. Task: Regression. Given two drug SMILES strings and cell line genomic features, predict the synergy score measuring deviation from expected non-interaction effect. (1) Cell line: RPMI-8226. Synergy scores: CSS=67.9, Synergy_ZIP=0.144, Synergy_Bliss=2.59, Synergy_Loewe=-40.8, Synergy_HSA=2.81. Drug 2: CC12CCC3C(C1CCC2OP(=O)(O)O)CCC4=C3C=CC(=C4)OC(=O)N(CCCl)CCCl.[Na+]. Drug 1: C1CCC(C(C1)N)N.C(=O)(C(=O)[O-])[O-].[Pt+4]. (2) Drug 1: CN1C2=C(C=C(C=C2)N(CCCl)CCCl)N=C1CCCC(=O)O.Cl. Drug 2: COCCOC1=C(C=C2C(=C1)C(=NC=N2)NC3=CC=CC(=C3)C#C)OCCOC.Cl. Cell line: SF-295. Synergy scores: CSS=4.93, Synergy_ZIP=-2.19, Synergy_Bliss=-3.31, Synergy_Loewe=0.220, Synergy_HSA=-1.76. (3) Drug 1: C1=NC2=C(N=C(N=C2N1C3C(C(C(O3)CO)O)F)Cl)N. Drug 2: B(C(CC(C)C)NC(=O)C(CC1=CC=CC=C1)NC(=O)C2=NC=CN=C2)(O)O. Cell line: KM12. Synergy scores: CSS=84.9, Synergy_ZIP=3.98, Synergy_Bliss=4.13, Synergy_Loewe=-2.01, Synergy_HSA=4.60.